From a dataset of Catalyst prediction with 721,799 reactions and 888 catalyst types from USPTO. Predict which catalyst facilitates the given reaction. (1) Reactant: [F:1][C:2]1[CH:10]=[CH:9][C:8]2[N:7]([CH2:11][C:12]3[CH:21]=[CH:20][C:15]([C:16]([O:18][CH3:19])=[O:17])=[CH:14][CH:13]=3)[C:6]3[CH2:22][CH2:23][N:24]([CH2:27][CH2:28]O)[C:25](=[O:26])[C:5]=3[C:4]=2[CH:3]=1.CCN(C(C)C)C(C)C.CS(Cl)(=O)=O.[OH:44][CH2:45][C@@H:46]1[CH2:50][CH2:49][CH2:48][NH:47]1. Product: [F:1][C:2]1[CH:10]=[CH:9][C:8]2[N:7]([CH2:11][C:12]3[CH:21]=[CH:20][C:15]([C:16]([O:18][CH3:19])=[O:17])=[CH:14][CH:13]=3)[C:6]3[CH2:22][CH2:23][N:24]([CH2:27][CH2:28][N:47]4[CH2:48][CH2:49][CH2:50][C@H:46]4[CH2:45][OH:44])[C:25](=[O:26])[C:5]=3[C:4]=2[CH:3]=1. The catalyst class is: 10. (2) Reactant: [CH2:1]([N:8]1[CH2:13][C:12]([C:14]2[CH:19]=[CH:18][CH:17]=[CH:16][CH:15]=2)=[C:11]([C:20]([O:22]CC)=[O:21])[CH2:10][CH2:9]1)[C:2]1[CH:7]=[CH:6][CH:5]=[CH:4][CH:3]=1.[ClH:25]. Product: [ClH:25].[CH2:1]([N:8]1[CH2:13][C:12]([C:14]2[CH:15]=[CH:16][CH:17]=[CH:18][CH:19]=2)=[C:11]([C:20]([OH:22])=[O:21])[CH2:10][CH2:9]1)[C:2]1[CH:3]=[CH:4][CH:5]=[CH:6][CH:7]=1. The catalyst class is: 15. (3) Reactant: [Cl:1][C:2]1[CH:8]=[C:7]([N+:9]([O-:11])=[O:10])[CH:6]=[CH:5][C:3]=1[NH2:4].C(O)(=O)CC.N(OS(=O)(=O)O)=O.[CH:24]([O:26][C:27](=[O:40])[CH2:28][CH2:29][CH2:30][N:31]([CH2:38][CH3:39])[C:32]1[CH:37]=[CH:36][CH:35]=[CH:34][CH:33]=1)=[CH2:25].S(=O)(=O)(O)[NH2:42]. Product: [CH:24]([O:26][C:27](=[O:40])[CH2:28][CH2:29][CH2:30][N:31]([C:32]1[CH:37]=[CH:36][C:35]([N:42]=[N:4][C:3]2[CH:5]=[CH:6][C:7]([N+:9]([O-:11])=[O:10])=[CH:8][C:2]=2[Cl:1])=[CH:34][CH:33]=1)[CH2:38][CH3:39])=[CH2:25]. The catalyst class is: 130. (4) Reactant: [Br:1]Br.[F:3][C:4]1[CH:5]=[C:6]([CH2:11][C:12]([CH3:20])([CH3:19])[CH2:13][C:14]([O:16][CH2:17][CH3:18])=[O:15])[CH:7]=[CH:8][C:9]=1[OH:10]. Product: [Br:1][C:8]1[CH:7]=[C:6]([CH2:11][C:12]([CH3:19])([CH3:20])[CH2:13][C:14]([O:16][CH2:17][CH3:18])=[O:15])[CH:5]=[C:4]([F:3])[C:9]=1[OH:10]. The catalyst class is: 53. (5) Reactant: [C:1]([O:4][C:5]1[CH:10]=[CH:9][C:8]([N+:11]([O-])=O)=[CH:7][C:6]=1[O:14][CH3:15])(=[O:3])[CH3:2]. Product: [C:1]([O:4][C:5]1[CH:10]=[CH:9][C:8]([NH2:11])=[CH:7][C:6]=1[O:14][CH3:15])(=[O:3])[CH3:2]. The catalyst class is: 99. (6) Reactant: [CH3:1][O:2][C:3]([NH:5][C:6]1[C:7](=[O:21])[O:8][CH:9]([C:11]2[CH:16]=[CH:15][CH:14]=[C:13]([O:17][CH3:18])[C:12]=2[O:19][CH3:20])[CH:10]=1)=[O:4]. Product: [CH3:1][O:2][C:3]([NH:5][CH:6]([CH2:10][CH2:9][C:11]1[CH:16]=[CH:15][CH:14]=[C:13]([O:17][CH3:18])[C:12]=1[O:19][CH3:20])[C:7]([OH:21])=[O:8])=[O:4]. The catalyst class is: 5. (7) Reactant: [Si]([O:18][C:19]1[CH:27]=[C:26]2[C:22]([C:23]([C:35]([F:38])([F:37])[F:36])=[N:24][N:25]2[C:28]([O:30][C:31]([CH3:34])([CH3:33])[CH3:32])=[O:29])=[CH:21][CH:20]=1)(C(C)(C)C)(C1C=CC=CC=1)C1C=CC=CC=1.CCCC[N+](CCCC)(CCCC)CCCC.[F-].C1COCC1. Product: [OH:18][C:19]1[CH:27]=[C:26]2[C:22]([C:23]([C:35]([F:37])([F:38])[F:36])=[N:24][N:25]2[C:28]([O:30][C:31]([CH3:33])([CH3:34])[CH3:32])=[O:29])=[CH:21][CH:20]=1. The catalyst class is: 220. (8) Reactant: Cl.C([NH:6][C:7](=O)[C:8]1[CH:13]=[CH:12][C:11]([CH:14]2[CH2:19][CH2:18][CH2:17][N:16]3[CH:20]=[N:21][CH:22]=[C:15]23)=[CH:10][CH:9]=1)(C)(C)C.S(Cl)(Cl)=O. Product: [CH:22]1[N:21]=[CH:20][N:16]2[CH2:17][CH2:18][CH2:19][CH:14]([C:11]3[CH:10]=[CH:9][C:8]([C:7]#[N:6])=[CH:13][CH:12]=3)[C:15]=12. The catalyst class is: 22. (9) Reactant: C[O:2][C:3](=[O:22])[CH:4]([CH2:9][CH2:10][CH2:11][NH:12][C@H:13]([C:15]1[CH:20]=[CH:19][C:18]([F:21])=[CH:17][CH:16]=1)[CH3:14])[C:5](OC)=[O:6]. Product: [F:21][C:18]1[CH:19]=[CH:20][C:15]([C@@H:13]([N:12]2[CH2:11][CH2:10][CH2:9][CH:4]([C:3]([OH:2])=[O:22])[C:5]2=[O:6])[CH3:14])=[CH:16][CH:17]=1. The catalyst class is: 15. (10) Reactant: C([O:8][C:9]1[CH:14]=[CH:13][C:12]([CH:15]([OH:29])[CH2:16][NH:17][CH2:18][C:19]23[CH2:28][CH:23]4[CH2:24][CH:25]([CH2:27][CH:21]([CH2:22]4)[CH2:20]2)[CH2:26]3)=[CH:11][CH:10]=1)C1C=CC=CC=1. Product: [C:19]12([CH2:18][NH:17][CH2:16][CH:15]([C:12]3[CH:11]=[CH:10][C:9]([OH:8])=[CH:14][CH:13]=3)[OH:29])[CH2:28][CH:23]3[CH2:22][CH:21]([CH2:27][CH:25]([CH2:24]3)[CH2:26]1)[CH2:20]2. The catalyst class is: 105.